From a dataset of Catalyst prediction with 721,799 reactions and 888 catalyst types from USPTO. Predict which catalyst facilitates the given reaction. (1) The catalyst class is: 2. Reactant: [F:1][C:2]([F:32])([F:31])[C:3]1[CH:8]=[CH:7][C:6]([NH:9][C:10](=[O:30])[O:11][CH2:12][C@H:13]2[CH2:17][C@@H:16]([NH:18][S:19]([C:22]3[CH:27]=[C:26]([Br:28])[CH:25]=[CH:24][C:23]=3[Br:29])(=[O:21])=[O:20])[CH2:15][NH:14]2)=[CH:5][CH:4]=1.C[CH2:34][N:35](C(C)C)C(C)C.BrC#N.C(O)C(N)(CO)CO. Product: [F:32][C:2]([F:31])([F:1])[C:3]1[CH:8]=[CH:7][C:6]([NH:9][C:10](=[O:30])[O:11][CH2:12][C@H:13]2[CH2:17][C@@H:16]([NH:18][S:19]([C:22]3[CH:27]=[C:26]([Br:28])[CH:25]=[CH:24][C:23]=3[Br:29])(=[O:20])=[O:21])[CH2:15][N:14]2[C:34]#[N:35])=[CH:5][CH:4]=1. (2) Reactant: [C:1]([O:5][C:6]([N:8]1[CH2:12][C@H:11]([OH:13])[CH2:10][C@H:9]1[C:14]([OH:16])=O)=[O:7])([CH3:4])([CH3:3])[CH3:2].O.O[N:19]1C2C=CC=CC=2N=N1.Cl.CNC(NC)CCN=C=NCC.N. Product: [NH2:19][C:14]([C@@H:9]1[CH2:10][C@@H:11]([OH:13])[CH2:12][N:8]1[C:6]([O:5][C:1]([CH3:4])([CH3:3])[CH3:2])=[O:7])=[O:16]. The catalyst class is: 12. (3) Reactant: [C:1]([O:5][C:6]([NH:8][C@@H:9]1[CH2:14][CH2:13][CH2:12][N:11]([C:15]([O:17][CH2:18][C:19]2[CH:24]=[CH:23][CH:22]=[CH:21][CH:20]=2)=[O:16])[C@H:10]1[CH3:25])=[O:7])([CH3:4])([CH3:3])[CH3:2].[H-].[Na+].[CH3:28]I.CO. Product: [C:1]([O:5][C:6]([N:8]([CH3:28])[C@@H:9]1[CH2:14][CH2:13][CH2:12][N:11]([C:15]([O:17][CH2:18][C:19]2[CH:24]=[CH:23][CH:22]=[CH:21][CH:20]=2)=[O:16])[C@H:10]1[CH3:25])=[O:7])([CH3:4])([CH3:2])[CH3:3]. The catalyst class is: 76. (4) The catalyst class is: 12. Reactant: [CH3:1][O:2][C:3](=[O:29])[C@H:4]([CH2:13][C:14]1[CH:19]=[CH:18][C:17]([C:20]2[C:21](=[O:28])[N:22]([CH3:27])[CH:23]=[CH:24][C:25]=2[CH3:26])=[CH:16][CH:15]=1)[NH:5]C(OC(C)(C)C)=O.[ClH:30]. Product: [ClH:30].[CH3:1][O:2][C:3](=[O:29])[C@H:4]([CH2:13][C:14]1[CH:15]=[CH:16][C:17]([C:20]2[C:21](=[O:28])[N:22]([CH3:27])[CH:23]=[CH:24][C:25]=2[CH3:26])=[CH:18][CH:19]=1)[NH2:5]. (5) Reactant: C([N-]C(C)C)(C)C.[Li+].[Br:9][C:10]1[CH:11]=[C:12]([C:17](=[O:19])[CH3:18])[CH:13]=[CH:14][C:15]=1[F:16].[Cl:20][C:21]1[CH:22]=[C:23]([C:28](=[O:33])[C:29]([F:32])([F:31])[F:30])[CH:24]=[C:25]([Cl:27])[CH:26]=1.Cl. Product: [Br:9][C:10]1[CH:11]=[C:12]([C:17](=[O:19])[CH2:18][C:28]([C:23]2[CH:24]=[C:25]([Cl:27])[CH:26]=[C:21]([Cl:20])[CH:22]=2)([OH:33])[C:29]([F:32])([F:31])[F:30])[CH:13]=[CH:14][C:15]=1[F:16]. The catalyst class is: 7. (6) Reactant: [CH2:1](S(C1N(C2C=CC=CC=2)N=NN=1)(=O)=O)[CH2:2][CH2:3][CH3:4].[K].C[Si](C)(C)N[Si](C)(C)C.[CH:29]([C@@H:31]1[CH2:36][CH2:35][C@H:34]([NH:37][C:38](=[O:44])[O:39][C:40]([CH3:43])([CH3:42])[CH3:41])[CH2:33][CH2:32]1)=O.O. Product: [CH:29](/[C@@H:31]1[CH2:36][CH2:35][C@H:34]([NH:37][C:38](=[O:44])[O:39][C:40]([CH3:43])([CH3:42])[CH3:41])[CH2:33][CH2:32]1)=[CH:1]\[CH2:2][CH2:3][CH3:4]. The catalyst class is: 57. (7) Reactant: [Cl:1][C:2]1[CH:7]=[CH:6][C:5]([N+:8]([O-:10])=[O:9])=[C:4](F)[CH:3]=1.[F:12][C:13]1[CH:18]=[CH:17][C:16]([OH:19])=[CH:15][CH:14]=1.C(=O)([O-])[O-].[K+].[K+].C(OCC)(=O)C. Product: [Cl:1][C:2]1[CH:7]=[CH:6][C:5]([N+:8]([O-:10])=[O:9])=[C:4]([O:19][C:16]2[CH:17]=[CH:18][C:13]([F:12])=[CH:14][CH:15]=2)[CH:3]=1. The catalyst class is: 3. (8) Reactant: [F:1][C:2]1[CH:9]=[CH:8][C:5]([CH:6]=O)=[C:4]([CH3:10])[CH:3]=1.C(O)(=O)[CH2:12][C:13]([OH:15])=[O:14].N1CCCCC1.Cl. Product: [F:1][C:2]1[CH:9]=[CH:8][C:5](/[CH:6]=[CH:12]/[C:13]([OH:15])=[O:14])=[C:4]([CH3:10])[CH:3]=1. The catalyst class is: 17. (9) Reactant: C([O:3][C:4]([C:6]1[C:10]([CH3:11])=[C:9]([CH:12]=[O:13])[NH:8][C:7]=1[CH3:14])=[O:5])C.[OH-].[K+].Cl. Product: [CH:12]([C:9]1[NH:8][C:7]([CH3:14])=[C:6]([C:4]([OH:5])=[O:3])[C:10]=1[CH3:11])=[O:13]. The catalyst class is: 24. (10) The catalyst class is: 1. Reactant: [Li]CCCC.[CH3:6][CH:7]1[CH2:15][C:14]2[C:9](=[CH:10][CH:11]=[CH:12][CH:13]=2)[C:8]1=O.Br[C:18]1[CH:27]=[CH:26][C:25]2[C:20](=[CH:21][CH:22]=[CH:23][CH:24]=2)[N:19]=1.Cl.N. Product: [N:19]1[C:20]2[C:25](=[CH:24][CH:23]=[CH:22][C:21]=2[CH:8]2[C:9]3[C:14](=[CH:13][CH:12]=[CH:11][CH:10]=3)[CH:15]=[C:7]2[CH3:6])[CH:26]=[CH:27][CH:18]=1.